Dataset: CYP3A4 inhibition data for predicting drug metabolism from PubChem BioAssay. Task: Regression/Classification. Given a drug SMILES string, predict its absorption, distribution, metabolism, or excretion properties. Task type varies by dataset: regression for continuous measurements (e.g., permeability, clearance, half-life) or binary classification for categorical outcomes (e.g., BBB penetration, CYP inhibition). Dataset: cyp3a4_veith. The result is 0 (non-inhibitor). The molecule is CN1CCN(c2cc(-c3ccc(N(C)C)cc3)ncn2)CC1.